From a dataset of Peptide-MHC class I binding affinity with 185,985 pairs from IEDB/IMGT. Regression. Given a peptide amino acid sequence and an MHC pseudo amino acid sequence, predict their binding affinity value. This is MHC class I binding data. (1) The peptide sequence is EVIEQWHSL. The MHC is HLA-B51:01 with pseudo-sequence HLA-B51:01. The binding affinity (normalized) is 0.0847. (2) The peptide sequence is SLCLMMMLPA. The MHC is HLA-A02:01 with pseudo-sequence HLA-A02:01. The binding affinity (normalized) is 0.613.